From a dataset of Forward reaction prediction with 1.9M reactions from USPTO patents (1976-2016). Predict the product of the given reaction. (1) Given the reactants [F:1][C:2]([F:18])([F:17])[C:3]1[CH:8]=[CH:7][C:6]([C:9]2[CH:16]=[CH:15][CH:14]=[CH:13][C:10]=2[CH:11]=[O:12])=[CH:5][CH:4]=1.C([OH:23])(C)(C)C.S(=O)(=O)(O)N.Cl([O-])=O.[Na+], predict the reaction product. The product is: [F:1][C:2]([F:17])([F:18])[C:3]1[CH:4]=[CH:5][C:6]([C:9]2[CH:16]=[CH:15][CH:14]=[CH:13][C:10]=2[C:11]([OH:23])=[O:12])=[CH:7][CH:8]=1. (2) The product is: [N+:1]([C:4]1[CH:5]=[C:6]([CH2:7][NH2:9])[CH:10]=[CH:11][CH:12]=1)([O-:3])=[O:2]. Given the reactants [N+:1]([C:4]1[CH:5]=[C:6]([CH:10]=[CH:11][CH:12]=1)[C:7]([NH2:9])=O)([O-:3])=[O:2].[H-].[H-].[H-].[H-].[Li+].[Al+3], predict the reaction product.